From a dataset of Full USPTO retrosynthesis dataset with 1.9M reactions from patents (1976-2016). Predict the reactants needed to synthesize the given product. Given the product [Na+:40].[F:1][C:2]1[CH:3]=[CH:4][C:5]([C:8]2[N:9]=[C:10]([CH:36]([CH3:37])[CH3:38])[N:11]([CH2:26][CH2:27][C@@H:28]([OH:33])[CH2:29][C@@H:30]([OH:35])[CH2:31][C:32]([O-:39])=[O:34])[C:12]=2[C:13]2[CH:18]=[CH:17][N:16]=[C:15]([NH:19][C:20]3[CH:21]=[CH:22][CH:23]=[CH:24][CH:25]=3)[N:14]=2)=[CH:6][CH:7]=1, predict the reactants needed to synthesize it. The reactants are: [F:1][C:2]1[CH:7]=[CH:6][C:5]([C:8]2[N:9]=[C:10]([CH:36]([CH3:38])[CH3:37])[N:11]([CH2:26][CH2:27][C@H:28]3[O:33][C:32](=[O:34])[CH2:31][C@H:30]([OH:35])[CH2:29]3)[C:12]=2[C:13]2[CH:18]=[CH:17][N:16]=[C:15]([NH:19][C:20]3[CH:25]=[CH:24][CH:23]=[CH:22][CH:21]=3)[N:14]=2)=[CH:4][CH:3]=1.[OH-:39].[Na+:40].